Dataset: Catalyst prediction with 721,799 reactions and 888 catalyst types from USPTO. Task: Predict which catalyst facilitates the given reaction. (1) Reactant: C(OC([C:6]1[NH:10][C:9]2[CH2:11][CH2:12][CH2:13][CH2:14][CH2:15][C:8]=2[C:7]=1[CH2:16][CH2:17][C:18]([O:20]CC)=[O:19])=O)C.[OH-].[K+].O.Cl. Product: [NH:10]1[CH:6]=[C:7]([CH2:16][CH2:17][C:18]([OH:20])=[O:19])[C:8]2[CH2:15][CH2:14][CH2:13][CH2:12][CH2:11][C:9]1=2. The catalyst class is: 5. (2) Reactant: [CH3:1][C:2]1([CH3:22])[CH:6]([C:7]2[CH:12]=[CH:11][C:10]([CH3:13])=[CH:9][CH:8]=2)[C:5]2[C:14]([CH3:21])=[C:15]([NH2:20])[C:16]([CH3:19])=[C:17]([CH3:18])[C:4]=2[O:3]1.[CH3:23][O:24][C:25]1[CH:26]=[C:27]2[C:32](=O)[O:31][C:29](=[O:30])[C:28]2=[CH:34][C:35]=1[O:36][CH3:37].C(N=C=NCCCN(C)C)C.ON1C2C=CC=CC=2N=N1.[OH-].[Na+]. Product: [CH3:37][O:36][C:35]1[CH:34]=[C:28]2[C:27](=[CH:26][C:25]=1[O:24][CH3:23])[C:32](=[O:31])[N:20]([C:15]1[C:16]([CH3:19])=[C:17]([CH3:18])[C:4]3[O:3][C:2]([CH3:22])([CH3:1])[CH:6]([C:7]4[CH:8]=[CH:9][C:10]([CH3:13])=[CH:11][CH:12]=4)[C:5]=3[C:14]=1[CH3:21])[C:29]2=[O:30]. The catalyst class is: 30. (3) Reactant: P(Cl)(Cl)([Cl:3])=O.[Cl:6][C:7]1[CH:8]=[C:9]2[N:15]([CH:16]=1)[CH2:14][C:13]1[CH:17]=[C:18]([Cl:21])[CH:19]=[CH:20][C:12]=1[NH:11][C:10]2=O. Product: [Cl:6][C:7]1[CH:8]=[C:9]2[N:15]([CH:16]=1)[CH2:14][C:13]1[CH:17]=[C:18]([Cl:21])[CH:19]=[CH:20][C:12]=1[N:11]=[C:10]2[Cl:3]. The catalyst class is: 22. (4) Reactant: [Br:1][C:2]1[CH:3]=[C:4]([C@@:9]([NH2:15])([CH2:11][C:12]([CH3:14])=[CH2:13])[CH3:10])[CH:5]=[CH:6][C:7]=1[F:8].[C:16]([N:24]=[C:25]=[S:26])(=[O:23])[C:17]1[CH:22]=[CH:21][CH:20]=[CH:19][CH:18]=1.ClCCl. Product: [Br:1][C:2]1[CH:3]=[C:4]([C@@:9]([NH:15][C:25]([NH:24][C:16](=[O:23])[C:17]2[CH:18]=[CH:19][CH:20]=[CH:21][CH:22]=2)=[S:26])([CH2:11][C:12]([CH3:14])=[CH2:13])[CH3:10])[CH:5]=[CH:6][C:7]=1[F:8]. The catalyst class is: 1.